This data is from Reaction yield outcomes from USPTO patents with 853,638 reactions. The task is: Predict the reaction yield, written as a fraction of the theoretical maximum amount of product (1.0 means a 100% yield; for example, 0.34 means a 34% yield). (1) The reactants are Cl.N1C=CC=CC=1.C[O:9][C:10]1[CH:18]=[CH:17][CH:16]=[C:15]2[C:11]=1[C:12]([CH3:21])([CH3:20])[C:13](=[O:19])[NH:14]2. The catalyst is CCCCCC. The product is [OH:9][C:10]1[CH:18]=[CH:17][CH:16]=[C:15]2[C:11]=1[C:12]([CH3:21])([CH3:20])[C:13](=[O:19])[NH:14]2. The yield is 0.680. (2) The reactants are [Cl:1][C:2]1[C:7]([OH:8])=[CH:6][C:5]([N:9]2[C:14](=[O:15])[CH:13]=[C:12]3[CH2:16][CH2:17][CH2:18][N:11]3[C:10]2=[O:19])=[C:4]([F:20])[CH:3]=1.Cl[C:22]1[C:27]([C:28]([F:31])([F:30])[F:29])=[CH:26][CH:25]=[CH:24][N:23]=1. No catalyst specified. The product is [Cl:1][C:2]1[C:7]([O:8][C:22]2[C:27]([C:28]([F:31])([F:30])[F:29])=[CH:26][CH:25]=[CH:24][N:23]=2)=[CH:6][C:5]([N:9]2[C:14](=[O:15])[CH:13]=[C:12]3[CH2:16][CH2:17][CH2:18][N:11]3[C:10]2=[O:19])=[C:4]([F:20])[CH:3]=1. The yield is 0.900.